From a dataset of Full USPTO retrosynthesis dataset with 1.9M reactions from patents (1976-2016). Predict the reactants needed to synthesize the given product. (1) Given the product [CH3:1][O:2][C:3]1[CH:4]=[C:5]2[C:10](=[CH:11][C:12]=1[O:13][CH3:14])[N:9]=[CH:8][CH:7]=[C:6]2[O:15][C:16]1[CH:22]=[CH:21][C:19]([NH:20][C:27]([NH:43][NH:42][C:36]2[CH:41]=[CH:40][CH:39]=[CH:38][CH:37]=2)=[O:33])=[CH:18][CH:17]=1, predict the reactants needed to synthesize it. The reactants are: [CH3:1][O:2][C:3]1[CH:4]=[C:5]2[C:10](=[CH:11][C:12]=1[O:13][CH3:14])[N:9]=[CH:8][CH:7]=[C:6]2[O:15][C:16]1[CH:22]=[CH:21][C:19]([NH2:20])=[CH:18][CH:17]=1.ClC(Cl)(O[C:27](=[O:33])OC(Cl)(Cl)Cl)Cl.Cl.[C:36]1([NH:42][NH2:43])[CH:41]=[CH:40][CH:39]=[CH:38][CH:37]=1.O. (2) Given the product [Cl:32][C:33]1[CH:38]=[C:37]([C:2]2[CH:3]=[C:4]3[C:9](=[CH:10][CH:11]=2)[N:8]=[CH:7][C:6]([C:12]([CH:14]2[CH2:16][CH2:15]2)=[O:13])=[C:5]3[NH:17][CH:18]2[CH2:19][CH2:20][C:21]([N:25]([CH2:26][CH:27]=[CH2:28])[CH2:29][CH:30]=[CH2:31])([CH3:24])[CH2:22][CH2:23]2)[CH:36]=[C:35]([O:48][CH3:49])[C:34]=1[OH:50], predict the reactants needed to synthesize it. The reactants are: Br[C:2]1[CH:3]=[C:4]2[C:9](=[CH:10][CH:11]=1)[N:8]=[CH:7][C:6]([C:12]([CH:14]1[CH2:16][CH2:15]1)=[O:13])=[C:5]2[NH:17][CH:18]1[CH2:23][CH2:22][C:21]([N:25]([CH2:29][CH:30]=[CH2:31])[CH2:26][CH:27]=[CH2:28])([CH3:24])[CH2:20][CH2:19]1.[Cl:32][C:33]1[CH:38]=[C:37](B2OC(C)(C)C(C)(C)O2)[CH:36]=[C:35]([O:48][CH3:49])[C:34]=1[OH:50].